Dataset: Forward reaction prediction with 1.9M reactions from USPTO patents (1976-2016). Task: Predict the product of the given reaction. Given the reactants [CH2:1]([O:8][C:9]([CH2:11][O:12][C:13]1[CH:32]=[CH:31][C:30]([Cl:33])=[CH:29][C:14]=1[CH2:15][C:16]1[CH:27]=[C:26](Cl)[CH:25]=[CH:24][C:17]=1[O:18][CH:19]([CH3:23])[C:20]([OH:22])=[O:21])=[O:10])C1C=CC=CC=1.COC(=O)COC1C=CC(Cl)=CC=1CC1C=CC=CC=1O, predict the reaction product. The product is: [Cl:33][C:30]1[CH:31]=[CH:32][C:13]([O:12][CH2:11][C:9]([O:8][CH3:1])=[O:10])=[C:14]([CH:29]=1)[CH2:15][C:16]1[CH:27]=[CH:26][CH:25]=[CH:24][C:17]=1[O:18][CH:19]([CH3:23])[C:20]([OH:22])=[O:21].